The task is: Predict the reaction yield, written as a fraction of the theoretical maximum amount of product (1.0 means a 100% yield; for example, 0.34 means a 34% yield).. This data is from Reaction yield outcomes from USPTO patents with 853,638 reactions. (1) The reactants are [C:1]([O:5][C:6](=[O:27])[NH:7][C:8]1[CH:13]=[CH:12][CH:11]=[CH:10][C:9]=1[NH:14][C:15](=[O:26])[C:16]1[CH:21]=[CH:20][C:19]([CH:22]([NH2:25])[CH2:23][OH:24])=[CH:18][CH:17]=1)([CH3:4])([CH3:3])[CH3:2].[CH3:28][O:29][C:30]1[CH:31]=[C:32]([CH:36]=[CH:37][C:38]=1[O:39][CH3:40])[C:33](Cl)=[O:34].CCN(CC)CC.[NH4+].[Cl-]. The catalyst is C(Cl)Cl. The product is [C:1]([O:5][C:6](=[O:27])[NH:7][C:8]1[CH:13]=[CH:12][CH:11]=[CH:10][C:9]=1[NH:14][C:15](=[O:26])[C:16]1[CH:17]=[CH:18][C:19]([CH:22]([NH:25][C:33](=[O:34])[C:32]2[CH:36]=[CH:37][C:38]([O:39][CH3:40])=[C:30]([O:29][CH3:28])[CH:31]=2)[CH2:23][OH:24])=[CH:20][CH:21]=1)([CH3:4])([CH3:2])[CH3:3]. The yield is 0.710. (2) The yield is 0.120. The product is [OH:44][C:27]([CH3:43])([CH3:26])[CH2:28][N:29]1[CH:33]=[C:32]([C:2]2[CH:3]=[CH:4][C:5]3[C:11]4[N:12]=[C:13]([N:15]5[C:19]([CH3:20])([CH3:21])[C:18](=[O:22])[N:17]([CH3:23])[C:16]5=[O:24])[S:14][C:10]=4[CH2:9][CH2:8][O:7][C:6]=3[CH:25]=2)[CH:31]=[N:30]1. The catalyst is [Pd]. The reactants are Br[C:2]1[CH:3]=[CH:4][C:5]2[C:11]3[N:12]=[C:13]([N:15]4[C:19]([CH3:21])([CH3:20])[C:18](=[O:22])[N:17]([CH3:23])[C:16]4=[O:24])[S:14][C:10]=3[CH2:9][CH2:8][O:7][C:6]=2[CH:25]=1.[CH3:26][C:27]([OH:44])([CH3:43])[CH2:28][N:29]1[CH:33]=[C:32](B2OC(C)(C)C(C)(C)O2)[CH:31]=[N:30]1. (3) The reactants are Br[C:2]1[CH:7]=[CH:6][CH:5]=[C:4]([Br:8])[N:3]=1.[Li][CH2:10]CCC.[CH3:14][O:15][CH:16]([O:25][CH3:26])[CH2:17][CH2:18][C:19](N(OC)C)=[O:20]. The catalyst is CCOCC. The product is [CH:7](=[C:2](/[N:3]=[C:4]([Br:8])[CH:5]=[CH2:10])\[C:19](=[O:20])[CH2:18][CH2:17][CH:16]([O:15][CH3:14])[O:25][CH3:26])/[CH3:6]. The yield is 0.605.